This data is from Full USPTO retrosynthesis dataset with 1.9M reactions from patents (1976-2016). The task is: Predict the reactants needed to synthesize the given product. (1) The reactants are: [CH2:1]([O:3][C:4]1[C:13]2[C:8](=[CH:9][CH:10]=[CH:11][CH:12]=2)[C:7]([O:14][CH2:15][CH3:16])=[C:6]([C:17](O)=[O:18])[C:5]=1[C:20](O)=[O:21])[CH3:2].[NH2:23][C:24]1[CH:34]=[CH:33][C:27]([CH2:28][S:29]([NH2:32])(=[O:31])=[O:30])=[CH:26][CH:25]=1.O. Given the product [CH2:15]([O:14][C:7]1[C:6]2[C:17](=[O:18])[N:23]([C:24]3[CH:34]=[CH:33][C:27]([CH2:28][S:29]([NH2:32])(=[O:30])=[O:31])=[CH:26][CH:25]=3)[C:20](=[O:21])[C:5]=2[C:4]([O:3][CH2:1][CH3:2])=[C:13]2[CH:12]=[CH:11][CH:10]=[CH:9][C:8]=12)[CH3:16], predict the reactants needed to synthesize it. (2) Given the product [N:1]([C:2]1[CH:3]=[N:4][CH:5]=[CH:6][C:7]=1[C@H:8]1[CH2:24][C@H:12]2[N:13]([C:17]([O:19][C:20]([CH3:21])([CH3:23])[CH3:22])=[O:18])[C:14](=[O:16])[O:15][C@H:11]2[C@@H:10]([CH3:25])[CH2:9]1)=[C:26]=[S:27], predict the reactants needed to synthesize it. The reactants are: [NH2:1][C:2]1[CH:3]=[N:4][CH:5]=[CH:6][C:7]=1[C@H:8]1[CH2:24][C@H:12]2[N:13]([C:17]([O:19][C:20]([CH3:23])([CH3:22])[CH3:21])=[O:18])[C:14](=[O:16])[O:15][C@H:11]2[C@@H:10]([CH3:25])[CH2:9]1.[C:26](N1C=CN=C1)(N1C=CN=C1)=[S:27]. (3) Given the product [CH2:42]([C:44]1[CH:45]=[N:46][C:47]([O:50][CH:51]2[CH2:56][CH2:55][CH:54]([NH:57][C:8]([C:7]3[CH:6]=[CH:5][C:4]([C:11]4[CH:16]=[CH:15][C:14]([S:17]([CH3:20])(=[O:19])=[O:18])=[CH:13][CH:12]=4)=[CH:3][C:2]=3[F:1])=[O:10])[CH2:53][CH2:52]2)=[N:48][CH:49]=1)[CH3:43], predict the reactants needed to synthesize it. The reactants are: [F:1][C:2]1[CH:3]=[C:4]([C:11]2[CH:16]=[CH:15][C:14]([S:17]([CH3:20])(=[O:19])=[O:18])=[CH:13][CH:12]=2)[CH:5]=[CH:6][C:7]=1[C:8]([OH:10])=O.CCN=C=NCCCN(C)C.C1C=CC2N(O)N=NC=2C=1.[CH2:42]([C:44]1[CH:45]=[N:46][C:47]([O:50][CH:51]2[CH2:56][CH2:55][CH:54]([NH2:57])[CH2:53][CH2:52]2)=[N:48][CH:49]=1)[CH3:43]. (4) Given the product [NH2:14][C:13]1[S:12][C:3]2[C:4]([OH:11])=[N:5][C:6]([CH:8]3[CH2:10][CH2:9]3)=[N:7][C:2]=2[N:1]=1, predict the reactants needed to synthesize it. The reactants are: [NH2:1][C:2]1[N:7]=[C:6]([CH:8]2[CH2:10][CH2:9]2)[N:5]=[C:4]([OH:11])[C:3]=1[S:12][C:13]#[N:14].O. (5) Given the product [N:15]1([C:12]2[CH:13]=[CH:14][C:9]([NH:24][CH2:25][CH2:26][O:27][CH2:28][CH2:29][OH:30])=[CH:10][CH:11]=2)[C:19]2[CH:20]=[CH:21][CH:22]=[CH:23][C:18]=2[N:17]=[CH:16]1, predict the reactants needed to synthesize it. The reactants are: C1(C)C=CC=CC=1.Br[C:9]1[CH:14]=[CH:13][C:12]([N:15]2[C:19]3[CH:20]=[CH:21][CH:22]=[CH:23][C:18]=3[N:17]=[CH:16]2)=[CH:11][CH:10]=1.[NH2:24][CH2:25][CH2:26][O:27][CH2:28][CH2:29][OH:30].CC(C)([O-])C.[Na+]. (6) Given the product [NH:12]([C:2]1[CH:7]=[CH:6][C:5]([S:8]([NH2:11])(=[O:10])=[O:9])=[CH:4][CH:3]=1)[NH2:13], predict the reactants needed to synthesize it. The reactants are: Cl[C:2]1[CH:7]=[CH:6][C:5]([S:8]([NH2:11])(=[O:10])=[O:9])=[CH:4][CH:3]=1.[NH2:12][NH2:13]. (7) Given the product [C:19]([C:18]([CH3:22])([CH3:21])[CH2:17][C:11]1[CH:12]=[C:13]([O:16][CH2:39][C:35]2[CH:34]=[C:33]([CH:26]([CH:23]3[CH2:24][CH2:25]3)[CH2:27][C:28]([O:30][CH2:31][CH3:32])=[O:29])[CH:38]=[CH:37][CH:36]=2)[CH:14]=[CH:15][C:10]=1[C:3]1[CH:4]=[C:5]([O:8][CH3:9])[CH:6]=[CH:7][C:2]=1[F:1])#[N:20], predict the reactants needed to synthesize it. The reactants are: [F:1][C:2]1[CH:7]=[CH:6][C:5]([O:8][CH3:9])=[CH:4][C:3]=1[C:10]1[CH:15]=[CH:14][C:13]([OH:16])=[CH:12][C:11]=1[CH2:17][C:18]([CH3:22])([CH3:21])[C:19]#[N:20].[CH:23]1([CH:26]([C:33]2[CH:38]=[CH:37][CH:36]=[C:35]([CH2:39]O)[CH:34]=2)[CH2:27][C:28]([O:30][CH2:31][CH3:32])=[O:29])[CH2:25][CH2:24]1.C(P(CCCC)CCCC)CCC.N(C(N1CCCCC1)=O)=NC(N1CCCCC1)=O.